This data is from Reaction yield outcomes from USPTO patents with 853,638 reactions. The task is: Predict the reaction yield, written as a fraction of the theoretical maximum amount of product (1.0 means a 100% yield; for example, 0.34 means a 34% yield). (1) The reactants are [CH:1]([C:4]1[O:8][N:7]=[C:6]([C:9]([OH:11])=O)[CH:5]=1)([CH3:3])[CH3:2].C(Cl)(=O)C(Cl)=O.[NH2:18][C:19]1[C:24]([Cl:25])=[C:23]([O:26][CH3:27])[CH:22]=[CH:21][C:20]=1[C:28](=[O:30])[CH3:29].C([O-])(O)=O.[Na+]. The catalyst is C(Cl)Cl.O1CCOCC1.CN(C=O)C. The product is [C:28]([C:20]1[C:19]([NH:18][C:9]([C:6]2[CH:5]=[C:4]([CH:1]([CH3:2])[CH3:3])[O:8][N:7]=2)=[O:11])=[C:24]([Cl:25])[C:23]([O:26][CH3:27])=[CH:22][CH:21]=1)(=[O:30])[CH3:29]. The yield is 0.600. (2) The reactants are Cl[C:2]1[C:3]([NH:8][C:9]2[CH:14]=[CH:13][C:12]([C:15]3[C:20]([CH3:21])=[CH:19][CH:18]=[CH:17][C:16]=3[CH3:22])=[CH:11][CH:10]=2)=[N:4][CH:5]=[CH:6][N:7]=1.[CH3:23][C:24]1[CH:25]=[C:26]([CH:28]=[C:29]([CH3:31])[CH:30]=1)[NH2:27].CC(C)([O-])C.[Na+]. The catalyst is C1C=CC(/C=C/C(/C=C/C2C=CC=CC=2)=O)=CC=1.C1C=CC(/C=C/C(/C=C/C2C=CC=CC=2)=O)=CC=1.C1C=CC(/C=C/C(/C=C/C2C=CC=CC=2)=O)=CC=1.[Pd].[Pd].C1(P(C2C=CC=CC=2)C2C=CC3C(=CC=CC=3)C=2C2C3C(=CC=CC=3)C=CC=2P(C2C=CC=CC=2)C2C=CC=CC=2)C=CC=CC=1. The product is [CH3:23][C:24]1[CH:25]=[C:26]([NH:27][C:2]2[C:3]([NH:8][C:9]3[CH:14]=[CH:13][C:12]([C:15]4[C:20]([CH3:21])=[CH:19][CH:18]=[CH:17][C:16]=4[CH3:22])=[CH:11][CH:10]=3)=[N:4][CH:5]=[CH:6][N:7]=2)[CH:28]=[C:29]([CH3:31])[CH:30]=1. The yield is 0.370. (3) The reactants are C([N:8]1[CH2:21][CH2:20][C:19]2[C:18]3[C:13](=[CH:14][CH:15]=[C:16]4[O:25][CH2:24][CH:23]=[CH:22][C:17]4=3)[N:12]([CH3:26])[C:11]=2[CH2:10][CH2:9]1)C1C=CC=CC=1.[ClH:27]. The catalyst is C(O)C.[Pd]. The product is [ClH:27].[CH3:26][N:12]1[C:13]2[C:18](=[C:17]3[CH2:22][CH2:23][CH2:24][O:25][C:16]3=[CH:15][CH:14]=2)[C:19]2[CH2:20][CH2:21][NH:8][CH2:9][CH2:10][C:11]1=2. The yield is 0.840. (4) The reactants are C(=O)([O-])[O-].[Na+].[Na+].[Cl:7][C:8]1[C:13]([F:14])=[C:12](B(O)O)[CH:11]=[CH:10][N:9]=1.[Cl:18][C:19]1[N:24]=[C:23](Cl)[CH:22]=[CH:21][N:20]=1.B(O)O. The catalyst is O.C1C=CC(P(C2C=CC=CC=2)[C-]2C=CC=C2)=CC=1.C1C=CC(P(C2C=CC=CC=2)[C-]2C=CC=C2)=CC=1.Cl[Pd]Cl.[Fe+2].O1CCOCC1.O. The product is [Cl:18][C:19]1[N:24]=[C:23]([C:12]2[CH:11]=[CH:10][N:9]=[C:8]([Cl:7])[C:13]=2[F:14])[CH:22]=[CH:21][N:20]=1. The yield is 0.720. (5) The reactants are [CH3:1][O:2][C:3](=[O:20])[C:4]1[CH:9]=[C:8]([NH2:10])[C:7]([NH2:11])=[C:6]([F:12])[C:5]=1[NH:13][C:14]1[CH:19]=[CH:18][CH:17]=[CH:16][CH:15]=1.Cl.[CH3:22][C:23](=O)CC(=O)C.C([O-])(O)=O.[Na+]. The catalyst is C(O)C. The product is [CH3:1][O:2][C:3]([C:4]1[C:5]([NH:13][C:14]2[CH:15]=[CH:16][CH:17]=[CH:18][CH:19]=2)=[C:6]([F:12])[C:7]2[N:11]=[C:22]([CH3:23])[NH:10][C:8]=2[CH:9]=1)=[O:20]. The yield is 0.910. (6) The reactants are [C:1]([N:8]1[CH2:12][CH2:11][C@H:10]([OH:13])[CH2:9]1)([O:3][C:4]([CH3:7])([CH3:6])[CH3:5])=[O:2].[C:14]1([CH3:24])[CH:19]=[CH:18][C:17]([S:20](Cl)(=[O:22])=[O:21])=[CH:16][CH:15]=1. The catalyst is CN(C1C=CN=CC=1)C.C(Cl)Cl. The product is [C:4]([O:3][C:1]([N:8]1[CH2:12][CH2:11][C@H:10]([O:13][S:20]([C:17]2[CH:18]=[CH:19][C:14]([CH3:24])=[CH:15][CH:16]=2)(=[O:22])=[O:21])[CH2:9]1)=[O:2])([CH3:7])([CH3:6])[CH3:5]. The yield is 0.770.